Dataset: Reaction yield outcomes from USPTO patents with 853,638 reactions. Task: Predict the reaction yield, written as a fraction of the theoretical maximum amount of product (1.0 means a 100% yield; for example, 0.34 means a 34% yield). The reactants are C(OC([C@H:8]1[NH:13][C:12]([CH3:18])([C:14]([NH:16][NH2:17])=[O:15])[CH2:11][C:10](=[O:19])[N:9]1[CH3:20])=O)(C)(C)C.[Cl:21][C:22]1[CH:23]=[C:24]([N:28]=[C:29]=O)[CH:25]=[CH:26][CH:27]=1.S(Cl)(C1C=CC(C)=CC=1)(=O)=O.CC[N:44](CC)CC. The catalyst is C(Cl)Cl.CN(C1C=CN=CC=1)C. The product is [Cl:21][C:22]1[CH:23]=[C:24]([NH:28][C:29]2[O:15][C:14]([C@@:12]3([CH3:18])[NH:13][C:8](=[NH:44])[N:9]([CH3:20])[C:10](=[O:19])[CH2:11]3)=[N:16][N:17]=2)[CH:25]=[CH:26][CH:27]=1. The yield is 0.100.